From a dataset of Reaction yield outcomes from USPTO patents with 853,638 reactions. Predict the reaction yield, written as a fraction of the theoretical maximum amount of product (1.0 means a 100% yield; for example, 0.34 means a 34% yield). (1) The reactants are Cl[CH2:2][C:3]1[CH:4]=[C:5]([CH:8]=[CH:9][C:10]=1[O:11][CH3:12])[CH:6]=[O:7].[CH3:13][C:14]1[CH:19]=[CH:18][CH:17]=[C:16]([CH3:20])[C:15]=1[OH:21].C(=O)([O-])[O-].[K+].[K+]. The catalyst is C(#N)C. The product is [CH3:13][C:14]1[CH:19]=[CH:18][CH:17]=[C:16]([CH3:20])[C:15]=1[O:21][CH2:2][C:3]1[CH:4]=[C:5]([CH:8]=[CH:9][C:10]=1[O:11][CH3:12])[CH:6]=[O:7]. The yield is 0.910. (2) The reactants are [CH2:1]([O:8][C:9]([O:11]N1C(=O)CCC1=O)=O)[C:2]1[CH:7]=[CH:6][CH:5]=[CH:4][CH:3]=1.[NH2:19][CH2:20][C:21]([CH3:25])([CH3:24])[CH2:22][OH:23]. The catalyst is O1CCCC1. The product is [CH2:1]([O:8][C:9]([NH:19][CH2:20][C:21]([CH3:25])([CH3:24])[CH2:22][OH:23])=[O:11])[C:2]1[CH:3]=[CH:4][CH:5]=[CH:6][CH:7]=1. The yield is 0.930. (3) The reactants are [OH:1][C:2]1[CH:3]=[C:4]([CH:7]=[CH:8][CH:9]=1)[CH:5]=[O:6].N1C=CC=CC=1.[C:16](Cl)(=[O:20])[CH2:17][CH2:18][CH3:19].N#N. The catalyst is O.C(Cl)Cl. The product is [C:16]([O:1][C:2]1[CH:9]=[CH:8][CH:7]=[C:4]([CH:5]=[O:6])[CH:3]=1)(=[O:20])[CH2:17][CH2:18][CH3:19]. The yield is 0.750. (4) The reactants are [O:1]=[S:2]([Cl:4])Cl.[OH2:5].[F:6][C:7]1[CH2:8][C:9](=[N+]=[N-])[CH:10]=[C:11]([F:14])[C:12]=1[F:13]. No catalyst specified. The product is [F:6][C:7]1[CH:8]=[C:9]([S:2]([Cl:4])(=[O:1])=[O:5])[CH:10]=[C:11]([F:14])[C:12]=1[F:13]. The yield is 0.830. (5) The reactants are C([O:3][C:4]([C:6]1[CH:7]=[C:8]2[C:13](=[CH:14][CH:15]=1)[NH:12][CH:11]([C:16]1[CH:17]=[C:18]([C:22]3[CH:27]=[CH:26][C:25]([O:28][CH:29]([CH3:31])[CH3:30])=[CH:24][CH:23]=3)[CH:19]=[CH:20][CH:21]=1)[C:10]([CH3:33])([CH3:32])[CH2:9]2)=[O:5])C.O.[OH-].[Li+].Cl. The catalyst is CO.O1CCCC1.O. The product is [CH:29]([O:28][C:25]1[CH:24]=[CH:23][C:22]([C:18]2[CH:19]=[CH:20][CH:21]=[C:16]([CH:11]3[C:10]([CH3:32])([CH3:33])[CH2:9][C:8]4[C:13](=[CH:14][CH:15]=[C:6]([C:4]([OH:5])=[O:3])[CH:7]=4)[NH:12]3)[CH:17]=2)=[CH:27][CH:26]=1)([CH3:31])[CH3:30]. The yield is 0.650. (6) The reactants are C1N=CN(C(N2C=NC=C2)=O)C=1.[CH2:13]([O:15][P:16]([CH2:21][C:22]([OH:24])=O)([O:18][CH2:19][CH3:20])=[O:17])[CH3:14].[Br:25][C:26]1[CH:27]=[C:28]([NH:33][C:34]2[C:35]3[CH:43]=[C:42]([NH2:44])[N:41]=[CH:40][C:36]=3[N:37]=[CH:38][N:39]=2)[CH:29]=[CH:30][C:31]=1[F:32].CC(N(C)C)=O. The catalyst is C1COCC1.O.C(OCC)(=O)C. The product is [Br:25][C:26]1[CH:27]=[C:28]([NH:33][C:34]2[C:35]3[CH:43]=[C:42]([NH:44][C:22](=[O:24])[CH2:21][P:16](=[O:17])([O:15][CH2:13][CH3:14])[O:18][CH2:19][CH3:20])[N:41]=[CH:40][C:36]=3[N:37]=[CH:38][N:39]=2)[CH:29]=[CH:30][C:31]=1[F:32]. The yield is 0.980. (7) The reactants are [C:1]([O:5][C:6](=[O:20])[NH:7][C:8]1[CH:13]=[CH:12][C:11]([O:14][C:15]([F:18])([F:17])[F:16])=[C:10](Br)[CH:9]=1)([CH3:4])([CH3:3])[CH3:2].[CH3:21][N:22]1[C:26](B(O)O)=[CH:25][CH:24]=[N:23]1.C(=O)([O-])[O-].[Na+].[Na+].COCCOC. The catalyst is C1C=CC([P]([Pd]([P](C2C=CC=CC=2)(C2C=CC=CC=2)C2C=CC=CC=2)([P](C2C=CC=CC=2)(C2C=CC=CC=2)C2C=CC=CC=2)[P](C2C=CC=CC=2)(C2C=CC=CC=2)C2C=CC=CC=2)(C2C=CC=CC=2)C2C=CC=CC=2)=CC=1.O. The product is [C:1]([O:5][C:6](=[O:20])[NH:7][C:8]1[CH:13]=[CH:12][C:11]([O:14][C:15]([F:18])([F:17])[F:16])=[C:10]([C:26]2[N:22]([CH3:21])[N:23]=[CH:24][CH:25]=2)[CH:9]=1)([CH3:4])([CH3:3])[CH3:2]. The yield is 0.365. (8) The reactants are [CH2:1]([C:5]1[CH:6]=[C:7]([CH2:10][CH2:11][C:12]([O:14]CC)=[O:13])[NH:8][CH:9]=1)[CH2:2][CH2:3]C.Cl.C[CH2:19][O:20]C(C)=O. The product is [CH:19]([C:9]1[NH:8][C:7]([CH2:10][CH2:11][C:12]([OH:14])=[O:13])=[CH:6][C:5]=1[CH2:1][CH2:2][CH3:3])=[O:20]. The catalyst is [OH-].[Na+]. The yield is 1.00. (9) The reactants are [NH2:1][C:2]1[C:7]([C:8]#[N:9])=[C:6](I)[C:5]([O:11][CH3:12])=[C:4]([O:13][CH3:14])[CH:3]=1.C1C=CC(P(C2C=CC=CC=2)C2C=CC=CC=2)=CC=1.B([O-])O[C:36]1[CH:41]=[CH:40][CH:39]=[CH:38][N:37]=1.C([O-])([O-])=O.[K+].[K+]. The catalyst is CC([O-])=O.CC([O-])=O.[Pd+2].O.C1COCC1. The product is [NH2:1][C:2]1[C:7]([C:8]#[N:9])=[C:6]([C:36]2[CH:41]=[CH:40][CH:39]=[CH:38][N:37]=2)[C:5]([O:11][CH3:12])=[C:4]([O:13][CH3:14])[CH:3]=1. The yield is 0.870.